This data is from CYP1A2 inhibition data for predicting drug metabolism from PubChem BioAssay. The task is: Regression/Classification. Given a drug SMILES string, predict its absorption, distribution, metabolism, or excretion properties. Task type varies by dataset: regression for continuous measurements (e.g., permeability, clearance, half-life) or binary classification for categorical outcomes (e.g., BBB penetration, CYP inhibition). Dataset: cyp1a2_veith. (1) The molecule is C[C@H]1COC(=O)CC=C[C@@H](C)[C@@H]2C=C[C@@H](O)[C@@H](COC1=O)O2. The result is 0 (non-inhibitor). (2) The compound is CC(=O)c1ccc(S(=O)(=O)NC(=O)NC2CCCCC2)cc1. The result is 0 (non-inhibitor).